This data is from Reaction yield outcomes from USPTO patents with 853,638 reactions. The task is: Predict the reaction yield, written as a fraction of the theoretical maximum amount of product (1.0 means a 100% yield; for example, 0.34 means a 34% yield). (1) The reactants are [H-].[Na+].[Br:3][C:4]1[NH:8][CH:7]=[C:6]([C:9]([O:11][CH2:12][CH3:13])=[O:10])[C:5]=1[CH3:14].[S:15](Cl)([C:18]1[CH:24]=[CH:23][C:21]([CH3:22])=[CH:20][CH:19]=1)(=[O:17])=[O:16]. No catalyst specified. The product is [Br:3][C:4]1[N:8]([S:15]([C:18]2[CH:24]=[CH:23][C:21]([CH3:22])=[CH:20][CH:19]=2)(=[O:17])=[O:16])[CH:7]=[C:6]([C:9]([O:11][CH2:12][CH3:13])=[O:10])[C:5]=1[CH3:14]. The yield is 0.860. (2) The reactants are [Cl:1][C:2]1[CH:7]=[CH:6][C:5]([C@H:8]([NH:11][S@@](C(C)(C)C)=O)[CH2:9][CH3:10])=[C:4]([F:18])[C:3]=1[O:19][C:20]1[CH:25]=[CH:24][N:23]=[CH:22][N:21]=1.Cl. The catalyst is CCOC(C)=O. The product is [ClH:1].[Cl:1][C:2]1[CH:7]=[CH:6][C:5]([C@H:8]([NH2:11])[CH2:9][CH3:10])=[C:4]([F:18])[C:3]=1[O:19][C:20]1[CH:25]=[CH:24][N:23]=[CH:22][N:21]=1. The yield is 0.770. (3) The reactants are [F:1][C:2]1[CH:7]=[CH:6][C:5]([N:8]2[CH:13]=[CH:12][CH:11]=[C:10]([C:14]([O:16]C)=[O:15])[C:9]2=[O:18])=[CH:4][CH:3]=1.[Li+].[OH-]. The catalyst is CO.O. The product is [F:1][C:2]1[CH:7]=[CH:6][C:5]([N:8]2[CH:13]=[CH:12][CH:11]=[C:10]([C:14]([OH:16])=[O:15])[C:9]2=[O:18])=[CH:4][CH:3]=1. The yield is 0.930. (4) The reactants are [C:1](C1NC=CN=1)(C1NC=CN=1)=[O:2].[CH3:13][O:14][C:15](=[O:37])[C@H:16]([NH:26][C:27]([O:29][CH2:30][C:31]1[CH:36]=[CH:35][CH:34]=[CH:33][CH:32]=1)=[O:28])[CH2:17][C:18]1[CH:23]=[CH:22][C:21]([NH2:24])=[C:20]([OH:25])[CH:19]=1.C(N(C(C)C)CC)(C)C. The catalyst is C(Cl)Cl. The product is [CH3:13][O:14][C:15](=[O:37])[C@H:16]([NH:26][C:27]([O:29][CH2:30][C:31]1[CH:36]=[CH:35][CH:34]=[CH:33][CH:32]=1)=[O:28])[CH2:17][C:18]1[CH:23]=[CH:22][C:21]2[NH:24][C:1](=[O:2])[O:25][C:20]=2[CH:19]=1. The yield is 0.510. (5) The reactants are CON(C)[C:4]([C:6]1[N:7]=[N:8][CH:9]=[CH:10][CH:11]=1)=[O:5].[Li+].[CH3:14][Si]([N-][Si](C)(C)C)(C)C. The catalyst is C1COCC1. The product is [N:8]1[CH:9]=[CH:10][CH:11]=[C:6]([CH:4]([OH:5])[CH3:14])[N:7]=1. The yield is 0.420. (6) The reactants are [Cl:1][C:2]1[CH:3]=[CH:4][C:5]([OH:16])=[C:6]([C:8]2[CH:13]=[CH:12][N:11]=[C:10]([C:14]#[N:15])[CH:9]=2)[CH:7]=1.[Cl:17][C:18]1[C:19](F)=[CH:20][C:21]([F:44])=[C:22]([S:24]([N:27]([CH2:33][C:34]2[CH:39]=[CH:38][C:37]([O:40][CH3:41])=[CH:36][C:35]=2[O:42][CH3:43])[C:28]2[S:32][N:31]=[CH:30][N:29]=2)(=[O:26])=[O:25])[CH:23]=1.[Cl-].[Na+]. No catalyst specified. The product is [Cl:17][C:18]1[C:19]([O:16][C:5]2[CH:4]=[CH:3][C:2]([Cl:1])=[CH:7][C:6]=2[C:8]2[CH:13]=[CH:12][N:11]=[C:10]([C:14]#[N:15])[CH:9]=2)=[CH:20][C:21]([F:44])=[C:22]([S:24]([N:27]([CH2:33][C:34]2[CH:39]=[CH:38][C:37]([O:40][CH3:41])=[CH:36][C:35]=2[O:42][CH3:43])[C:28]2[S:32][N:31]=[CH:30][N:29]=2)(=[O:25])=[O:26])[CH:23]=1. The yield is 1.00.